Dataset: Forward reaction prediction with 1.9M reactions from USPTO patents (1976-2016). Task: Predict the product of the given reaction. (1) The product is: [F:21][C:20]1[C:11]([C:10]2[N:9]=[C:8]([S:28][C:30]3[S:31][CH:32]=[N:33][N:34]=3)[N:4]3[CH:5]=[CH:6][N:7]=[C:2]([NH2:1])[C:3]=23)=[CH:12][CH:13]=[C:14]2[C:19]=1[N:18]=[C:17]([C:22]1[CH:27]=[CH:26][CH:25]=[CH:24][CH:23]=1)[CH:16]=[CH:15]2. Given the reactants [NH2:1][C:2]1[C:3]2[N:4]([C:8](=[S:28])[NH:9][C:10]=2[C:11]2[C:20]([F:21])=[C:19]3[C:14]([CH:15]=[CH:16][C:17]([C:22]4[CH:27]=[CH:26][CH:25]=[CH:24][CH:23]=4)=[N:18]3)=[CH:13][CH:12]=2)[CH:5]=[CH:6][N:7]=1.Br[C:30]1[S:31][CH:32]=[N:33][N:34]=1.C(=O)([O-])[O-].[K+].[K+].CN(C=O)C, predict the reaction product. (2) Given the reactants [OH:1][C@H:2]([C@H:10]1[O:15][CH2:14][CH2:13][N:12]([C:16]2[CH:21]=[CH:20][C:19](I)=[CH:18][CH:17]=2)[C:11]1=[O:23])[C:3]([O:5][C:6]([CH3:9])([CH3:8])[CH3:7])=[O:4].[CH3:24][S:25]([C:28]1[CH:33]=[CH:32][CH:31]=[CH:30][C:29]=1B(O)O)(=[O:27])=[O:26].S1C=CC=C1B(O)O, predict the reaction product. The product is: [OH:1][C@H:2]([C@H:10]1[O:15][CH2:14][CH2:13][N:12]([C:16]2[CH:21]=[CH:20][C:19]([C:29]3[CH:30]=[CH:31][CH:32]=[CH:33][C:28]=3[S:25]([CH3:24])(=[O:27])=[O:26])=[CH:18][CH:17]=2)[C:11]1=[O:23])[C:3]([O:5][C:6]([CH3:9])([CH3:8])[CH3:7])=[O:4]. (3) Given the reactants [NH2:1][C:2]1[CH:7]=[CH:6][C:5]([CH2:8][CH2:9][CH2:10][C:11]([O:13]C)=O)=[CH:4][CH:3]=1.[NH4+:15].[OH-], predict the reaction product. The product is: [NH2:1][C:2]1[CH:7]=[CH:6][C:5]([CH2:8][CH2:9][CH2:10][C:11]([NH2:15])=[O:13])=[CH:4][CH:3]=1. (4) The product is: [CH2:1]([O:3][C:4]([C:6]1[CH:7]=[N:8][C:9]2[C:14]([CH:15]=1)=[CH:13][CH:12]=[C:11]([NH:16][C:40]([C:35]1[C:34]([C:31]3[CH:32]=[CH:33][C:28]([C:27]([F:26])([F:43])[F:44])=[CH:29][CH:30]=3)=[CH:39][CH:38]=[CH:37][CH:36]=1)=[O:41])[CH:10]=2)=[O:5])[CH3:2]. Given the reactants [CH2:1]([O:3][C:4]([C:6]1[CH:7]=[N:8][C:9]2[C:14]([CH:15]=1)=[CH:13][CH:12]=[C:11]([NH2:16])[CH:10]=2)=[O:5])[CH3:2].C(N(C(C)C)CC)(C)C.[F:26][C:27]([F:44])([F:43])[C:28]1[CH:33]=[CH:32][C:31]([C:34]2[C:35]([C:40](Cl)=[O:41])=[CH:36][CH:37]=[CH:38][CH:39]=2)=[CH:30][CH:29]=1.C(OC(C)C)(C)C, predict the reaction product. (5) Given the reactants [CH2:1]([C:3]1[CH:8]=[CH:7][CH:6]=[CH:5][CH:4]=1)[CH3:2].[CH:9]1C=CC=C[CH:10]=1, predict the reaction product. The product is: [CH2:1]([C:3]1[CH:8]=[CH:7][CH:6]=[CH:5][C:4]=1[CH2:9][CH3:10])[CH3:2]. (6) Given the reactants [H-].[Na+].[CH3:3][O:4][C:5]([C:7]1[CH:12]=[CH:11][C:10]([NH:13][C:14]2[CH:19]=[CH:18][C:17]([C:20]([O:22][CH3:23])=[O:21])=[CH:16][CH:15]=2)=[CH:9][CH:8]=1)=[O:6].[Br:24][CH2:25][CH2:26][CH2:27][CH2:28][CH2:29][C:30](Cl)=[O:31], predict the reaction product. The product is: [CH3:23][O:22][C:20]([C:17]1[CH:18]=[CH:19][C:14]([N:13]([C:10]2[CH:9]=[CH:8][C:7]([C:5]([O:4][CH3:3])=[O:6])=[CH:12][CH:11]=2)[C:30](=[O:31])[CH2:29][CH2:28][CH2:27][CH2:26][CH2:25][Br:24])=[CH:15][CH:16]=1)=[O:21].